This data is from Full USPTO retrosynthesis dataset with 1.9M reactions from patents (1976-2016). The task is: Predict the reactants needed to synthesize the given product. (1) The reactants are: Cl[C:2]1[C:11]2[C:6](=[N:7][CH:8]=[CH:9][CH:10]=2)[N:5]=[C:4]([C:12]2[CH:17]=[CH:16][CH:15]=[CH:14][N:13]=2)[C:3]=1[CH3:18].[O:19]1[CH2:24][CH2:23][N:22]([C:25]2[CH:31]=[CH:30][C:29]([N:32]3[CH2:37][CH2:36][O:35][CH2:34][CH2:33]3)=[CH:28][C:26]=2[NH2:27])[CH2:21][CH2:20]1.CC(C)([O-])C.[Na+]. Given the product [N:22]1([C:25]2[CH:31]=[CH:30][C:29]([N:32]3[CH2:33][CH2:34][O:35][CH2:36][CH2:37]3)=[CH:28][C:26]=2[NH:27][C:2]2[C:11]3[C:6](=[N:7][CH:8]=[CH:9][CH:10]=3)[N:5]=[C:4]([C:12]3[CH:17]=[CH:16][CH:15]=[CH:14][N:13]=3)[C:3]=2[CH3:18])[CH2:23][CH2:24][O:19][CH2:20][CH2:21]1, predict the reactants needed to synthesize it. (2) Given the product [F:1][C:2]1[CH:3]=[C:4]([CH:32]=[CH:33][CH:34]=1)[CH2:5][N:6]1[C:14]2[C:9](=[CH:10][C:11]([NH:15][C:16]3[C:25]4[C:20](=[CH:21][CH:22]=[CH:23][C:24]=4[O:26][C@H:27]([CH3:31])[C:28]([N:35]4[CH2:40][CH2:39][O:38][CH2:37][CH2:36]4)=[O:29])[N:19]=[CH:18][N:17]=3)=[CH:12][CH:13]=2)[CH:8]=[N:7]1, predict the reactants needed to synthesize it. The reactants are: [F:1][C:2]1[CH:3]=[C:4]([CH:32]=[CH:33][CH:34]=1)[CH2:5][N:6]1[C:14]2[C:9](=[CH:10][C:11]([NH:15][C:16]3[C:25]4[C:20](=[CH:21][CH:22]=[CH:23][C:24]=4[O:26][C@H:27]([CH3:31])[C:28](O)=[O:29])[N:19]=[CH:18][N:17]=3)=[CH:12][CH:13]=2)[CH:8]=[N:7]1.[NH:35]1[CH2:40][CH2:39][O:38][CH2:37][CH2:36]1. (3) The reactants are: [Cl:1][C:2]1[CH:7]=[CH:6][C:5]([O:8][CH3:9])=[C:4]([Cl:10])[C:3]=1[N+:11]([O-])=O. Given the product [Cl:10][C:4]1[C:5]([O:8][CH3:9])=[CH:6][CH:7]=[C:2]([Cl:1])[C:3]=1[NH2:11], predict the reactants needed to synthesize it. (4) Given the product [CH2:1]([O:8][C:9]([NH:11][C:12]([CH3:17])([CH3:16])[C:13]([NH2:19])=[O:14])=[O:10])[C:2]1[CH:7]=[CH:6][CH:5]=[CH:4][CH:3]=1, predict the reactants needed to synthesize it. The reactants are: [CH2:1]([O:8][C:9]([NH:11][C:12]([CH3:17])([CH3:16])[C:13](O)=[O:14])=[O:10])[C:2]1[CH:7]=[CH:6][CH:5]=[CH:4][CH:3]=1.O[N:19]1C2C=CC=CC=2N=N1.Cl.C(N=C=NCCCN(C)C)C.N. (5) Given the product [CH2:1]([N:8]1[CH2:9][CH:10]2[CH2:14][CH:12]([N:11]2[C:24]([C:23]([F:34])([F:33])[F:22])=[O:25])[CH2:13]1)[C:2]1[CH:7]=[CH:6][CH:5]=[CH:4][CH:3]=1, predict the reactants needed to synthesize it. The reactants are: [CH2:1]([N:8]1[CH2:13][CH:12]2[CH2:14][CH:10]([NH:11]2)[CH2:9]1)[C:2]1[CH:7]=[CH:6][CH:5]=[CH:4][CH:3]=1.C(N(CC)CC)C.[F:22][C:23]([F:34])([F:33])[C:24](O[C:24](=[O:25])[C:23]([F:34])([F:33])[F:22])=[O:25].